Task: Predict the reaction yield, written as a fraction of the theoretical maximum amount of product (1.0 means a 100% yield; for example, 0.34 means a 34% yield).. Dataset: Reaction yield outcomes from USPTO patents with 853,638 reactions The reactants are C([O:9][C@@H:10]1[C@H:15]2[N:16]([C:20](=[O:22])[CH3:21])[C:17](=[O:19])[O:18][C@H:14]2[CH2:13][C@H:12]([CH:23]([F:25])[F:24])[C@H:11]1[O:26]C(=O)C1C=CC=CC=1)(=O)C1C=CC=CC=1.C([O-])([O-])=O.[K+].[K+]. The catalyst is CO. The product is [F:25][CH:23]([F:24])[C@@H:12]1[C@@H:11]([OH:26])[C@H:10]([OH:9])[C@H:15]2[NH:16][C:17](=[O:19])[O:18][C@H:14]2[CH2:13]1.[F:24][CH:23]([F:25])[C@H:12]1[CH2:13][C@H:14]([OH:18])[C@H:15]([NH:16][C:20](=[O:22])[CH3:21])[C@@H:10]([OH:9])[C@@H:11]1[OH:26]. The yield is 0.690.